This data is from TCR-epitope binding with 47,182 pairs between 192 epitopes and 23,139 TCRs. The task is: Binary Classification. Given a T-cell receptor sequence (or CDR3 region) and an epitope sequence, predict whether binding occurs between them. (1) The epitope is AMFWSVPTV. The TCR CDR3 sequence is CASRLTAGEYQETQYF. Result: 1 (the TCR binds to the epitope). (2) The epitope is CLGGLLTMV. The TCR CDR3 sequence is CASSFLTDTQYF. Result: 0 (the TCR does not bind to the epitope). (3) The epitope is RQLLFVVEV. The TCR CDR3 sequence is CASSVAGGQVTDTQYF. Result: 0 (the TCR does not bind to the epitope). (4) The epitope is CLGGLLTMV. The TCR CDR3 sequence is CSGFGDRGNTDTQYF. Result: 1 (the TCR binds to the epitope). (5) The epitope is KLMNIQQKL. The TCR CDR3 sequence is CASSQAGVEQFF. Result: 0 (the TCR does not bind to the epitope). (6) The epitope is TLDSKTQSL. The TCR CDR3 sequence is CASSSVDRVITDTQYF. Result: 1 (the TCR binds to the epitope).